This data is from Full USPTO retrosynthesis dataset with 1.9M reactions from patents (1976-2016). The task is: Predict the reactants needed to synthesize the given product. (1) Given the product [CH:23]([N:11]1[CH2:12][CH2:13][C:9]([C:4]2[CH:5]=[CH:6][C:7]([F:8])=[C:2]([F:1])[CH:3]=2)([O:14][CH3:15])[CH2:10]1)([CH2:25][CH3:26])[CH3:24], predict the reactants needed to synthesize it. The reactants are: [F:1][C:2]1[CH:3]=[C:4]([C:9]2([O:14][CH3:15])[CH2:13][CH2:12][NH:11][CH2:10]2)[CH:5]=[CH:6][C:7]=1[F:8].C(=O)([O-])[O-].[K+].[K+].I[CH:23]([CH2:25][CH3:26])[CH3:24]. (2) Given the product [NH2:38][C:33]1[CH:34]=[CH:35][CH:36]=[CH:37][C:32]=1[S:29]([NH:28][C:26]1[CH:25]=[CH:24][C:22]2[NH:23][C:18]([C:3]3[C:4](=[O:17])[N:5]([CH2:12][CH2:13][CH:14]([CH3:16])[CH3:15])[C:6]4[C:11]([C:2]=3[OH:1])=[CH:10][CH:9]=[CH:8][N:7]=4)=[N:19][S:20](=[O:42])(=[O:41])[C:21]=2[CH:27]=1)(=[O:31])=[O:30], predict the reactants needed to synthesize it. The reactants are: [OH:1][C:2]1[C:11]2[C:6](=[N:7][CH:8]=[CH:9][CH:10]=2)[N:5]([CH2:12][CH2:13][CH:14]([CH3:16])[CH3:15])[C:4](=[O:17])[C:3]=1[C:18]1[NH:23][C:22]2[CH:24]=[CH:25][C:26]([NH:28][S:29]([C:32]3[CH:37]=[CH:36][CH:35]=[CH:34][C:33]=3[N+:38]([O-])=O)(=[O:31])=[O:30])=[CH:27][C:21]=2[S:20](=[O:42])(=[O:41])[N:19]=1.[NH4+].[Cl-]. (3) Given the product [CH3:54][N:35]([CH3:34])[CH2:36][CH2:37][CH2:38][O:39][C:40]1[CH:45]=[N:44][C:43]([C:46]2[CH:47]=[C:48]([CH:49]=[CH:50][CH:51]=2)[CH2:52][N:6]2[C:5]3[CH:7]=[C:8]([C:11]([O:13][CH3:14])=[O:12])[CH:9]=[CH:10][C:4]=3[O:3][C:2]2=[O:1])=[N:42][CH:41]=1, predict the reactants needed to synthesize it. The reactants are: [O:1]=[C:2]1[NH:6][C:5]2[CH:7]=[C:8]([C:11]([O:13][CH3:14])=[O:12])[CH:9]=[CH:10][C:4]=2[O:3]1.C1(P(C2C=CC=CC=2)C2C=CC=CC=2)C=CC=CC=1.[CH3:34][N:35]([CH3:54])[CH2:36][CH2:37][CH2:38][O:39][C:40]1[CH:41]=[N:42][C:43]([C:46]2[CH:47]=[C:48]([CH2:52]O)[CH:49]=[CH:50][CH:51]=2)=[N:44][CH:45]=1.C(OC(N=NC(OC(C)(C)C)=O)=O)(C)(C)C. (4) Given the product [C:15]([C:13]1[N:14]=[C:10]([CH2:9][OH:8])[NH:11][C:12]=1[C:19]1[C:20]([CH3:30])=[CH:21][C:22]([CH3:29])=[C:23]([CH:28]=1)[C:24]([O:26][CH3:27])=[O:25])#[N:32], predict the reactants needed to synthesize it. The reactants are: C([O:8][CH2:9][C:10]1[NH:11][C:12]([C:19]2[C:20]([CH3:30])=[CH:21][C:22]([CH3:29])=[C:23]([CH:28]=2)[C:24]([O:26][CH3:27])=[O:25])=[C:13]([C:15](F)(F)F)[N:14]=1)C1C=CC=CC=1.[OH-].[NH4+:32]. (5) Given the product [F:1][C:2]1[C:3]([O:46][CH3:47])=[C:4]([C:9]2[C:17]3[C:12](=[N:13][CH:14]=[C:15]([C:18]4[CH:19]=[C:20](/[CH:25]=[C:26](\[CH3:35])/[C:27]([NH:29][C:30]([CH3:33])([CH3:34])[CH2:31][OH:32])=[O:28])[CH:21]=[CH:22][C:23]=4[F:24])[CH:16]=3)[NH:11][CH:10]=2)[CH:5]=[C:6]([F:8])[CH:7]=1, predict the reactants needed to synthesize it. The reactants are: [F:1][C:2]1[C:3]([O:46][CH3:47])=[C:4]([C:9]2[C:17]3[C:12](=[N:13][CH:14]=[C:15]([C:18]4[CH:19]=[C:20](/[CH:25]=[C:26](\[CH3:35])/[C:27]([NH:29][C:30]([CH3:34])([CH3:33])[CH2:31][OH:32])=[O:28])[CH:21]=[CH:22][C:23]=4[F:24])[CH:16]=3)[N:11](S(C3C=CC(C)=CC=3)(=O)=O)[CH:10]=2)[CH:5]=[C:6]([F:8])[CH:7]=1.O.C(=O)([O-])[O-].[K+].[K+].